Dataset: Full USPTO retrosynthesis dataset with 1.9M reactions from patents (1976-2016). Task: Predict the reactants needed to synthesize the given product. (1) Given the product [CH3:19][S:20]([O:1][CH2:2][C:3]1([C:7]([O:9][CH2:10][CH3:11])=[O:8])[CH2:6][CH2:5][CH2:4]1)(=[O:22])=[O:21], predict the reactants needed to synthesize it. The reactants are: [OH:1][CH2:2][C:3]1([C:7]([O:9][CH2:10][CH3:11])=[O:8])[CH2:6][CH2:5][CH2:4]1.C(N(CC)CC)C.[CH3:19][S:20](Cl)(=[O:22])=[O:21]. (2) Given the product [CH2:5]([O:4][C:2](=[O:3])[NH:10][C:9]1[CH:11]=[CH:12][CH:13]=[CH:14][C:8]=1[Br:7])[CH3:6], predict the reactants needed to synthesize it. The reactants are: Cl[C:2]([O:4][CH2:5][CH3:6])=[O:3].[Br:7][C:8]1[CH:14]=[CH:13][CH:12]=[CH:11][C:9]=1[NH2:10]. (3) Given the product [F:18][C:19]1[CH:24]=[C:23]([F:25])[CH:22]=[CH:21][C:20]=1[C@@H:26]([NH:28][CH2:16][CH2:15][C:2]1([OH:1])[CH2:3][CH2:4][C:5]2([O:6][CH2:7][C:8]([CH3:11])([CH3:12])[CH2:9][O:10]2)[CH2:13][CH2:14]1)[CH3:27], predict the reactants needed to synthesize it. The reactants are: [OH:1][C:2]1([CH2:15][CH:16]=O)[CH2:14][CH2:13][C:5]2([O:10][CH2:9][C:8]([CH3:12])([CH3:11])[CH2:7][O:6]2)[CH2:4][CH2:3]1.[F:18][C:19]1[CH:24]=[C:23]([F:25])[CH:22]=[CH:21][C:20]=1[C@@H:26]([NH2:28])[CH3:27]. (4) Given the product [CH3:1][O:2][C:3]1[CH:8]=[C:7]([CH:6]=[CH:5][C:4]=1[CH:12]1[CH2:13][CH2:14][N:15]([CH:18]2[CH2:19][O:20][CH2:21]2)[CH2:16][CH2:17]1)[NH2:9], predict the reactants needed to synthesize it. The reactants are: [CH3:1][O:2][C:3]1[CH:8]=[C:7]([N+:9]([O-])=O)[CH:6]=[CH:5][C:4]=1[C:12]1[CH2:13][CH2:14][N:15]([CH:18]2[CH2:21][O:20][CH2:19]2)[CH2:16][CH:17]=1. (5) Given the product [F:23][C:19]1[CH:20]=[CH:21][CH:22]=[C:2]([F:1])[C:3]=1[CH2:4][O:5][C:6]1[C:7]2[N:8]([C:12]([C:16]([NH:53][CH:54]([C:57]3[CH:62]=[CH:61][C:60]([F:63])=[C:59]([F:64])[CH:58]=3)[CH2:55][OH:56])=[O:17])=[C:13]([CH3:15])[N:14]=2)[CH:9]=[CH:10][CH:11]=1, predict the reactants needed to synthesize it. The reactants are: [F:1][C:2]1[CH:22]=[CH:21][CH:20]=[C:19]([F:23])[C:3]=1[CH2:4][O:5][C:6]1[C:7]2[N:8]([C:12]([C:16](O)=[O:17])=[C:13]([CH3:15])[N:14]=2)[CH:9]=[CH:10][CH:11]=1.F[B-](F)(F)F.N1(O[C+](N(C)C)N(C)C)C2C=CC=CC=2N=N1.CN1CCOCC1.[NH2:53][CH:54]([C:57]1[CH:62]=[CH:61][C:60]([F:63])=[C:59]([F:64])[CH:58]=1)[CH2:55][OH:56]. (6) Given the product [CH3:1][O:2][C:3](=[O:13])[CH2:4][C:5]1[CH:10]=[C:9]([O:11][CH2:20][C:21]2[CH:26]=[CH:25][CH:24]=[CH:23][CH:22]=2)[CH:8]=[C:7]([O:12][CH2:4][C:5]2[CH:10]=[CH:9][CH:8]=[CH:7][CH:6]=2)[CH:6]=1, predict the reactants needed to synthesize it. The reactants are: [CH3:1][O:2][C:3](=[O:13])[CH2:4][C:5]1[CH:10]=[C:9]([OH:11])[CH:8]=[C:7]([OH:12])[CH:6]=1.C([O-])([O-])=O.[K+].[K+].[CH2:20](Br)[C:21]1[CH:26]=[CH:25][CH:24]=[CH:23][CH:22]=1.O.